The task is: Predict the reactants needed to synthesize the given product.. This data is from Full USPTO retrosynthesis dataset with 1.9M reactions from patents (1976-2016). (1) Given the product [Cl:34][C:32]1[CH:31]=[CH:30][C:27]2[S:28][CH:29]=[C:25]([CH2:24][N:1]3[C:9]4[C:4](=[CH:5][CH:6]=[CH:7][CH:8]=4)[C:3]([CH2:10][C:11]#[N:12])=[CH:2]3)[C:26]=2[CH:33]=1, predict the reactants needed to synthesize it. The reactants are: [NH:1]1[C:9]2[C:4](=[CH:5][CH:6]=[CH:7][CH:8]=2)[C:3]([CH2:10][C:11]#[N:12])=[CH:2]1.C[Si]([N-][Si](C)(C)C)(C)C.[Na+].Br[CH2:24][C:25]1[C:26]2[CH:33]=[C:32]([Cl:34])[CH:31]=[CH:30][C:27]=2[S:28][CH:29]=1. (2) Given the product [C:1]([N:12]1[CH2:18][CH2:17][CH2:16][C@H:13]1[CH2:14][OH:15])([O:3][CH2:4][C:5]1[CH:10]=[CH:9][CH:8]=[CH:7][CH:6]=1)=[O:2], predict the reactants needed to synthesize it. The reactants are: [C:1](Cl)([O:3][CH2:4][C:5]1[CH:10]=[CH:9][CH:8]=[CH:7][CH:6]=1)=[O:2].[NH:12]1[CH2:18][CH2:17][CH2:16][C@H:13]1[CH2:14][OH:15].C(=O)([O-])O.[Na+].